This data is from Reaction yield outcomes from USPTO patents with 853,638 reactions. The task is: Predict the reaction yield, written as a fraction of the theoretical maximum amount of product (1.0 means a 100% yield; for example, 0.34 means a 34% yield). The reactants are [Cl:1][C:2]1[CH:3]=[C:4]([N:18]2[C:22]3=[N:23][CH:24]=[CH:25][CH:26]=[C:21]3[C:20]([C:27]([O:29]C)=O)=[N:19]2)[CH:5]=[C:6]([C:8]#[C:9][C@:10]2([OH:17])[CH2:14][CH2:13][N:12]([CH3:15])[C:11]2=[O:16])[CH:7]=1.[NH3:31]. The catalyst is CO. The product is [Cl:1][C:2]1[CH:3]=[C:4]([N:18]2[C:22]3=[N:23][CH:24]=[CH:25][CH:26]=[C:21]3[C:20]([C:27]([NH2:31])=[O:29])=[N:19]2)[CH:5]=[C:6]([C:8]#[C:9][C@:10]2([OH:17])[CH2:14][CH2:13][N:12]([CH3:15])[C:11]2=[O:16])[CH:7]=1. The yield is 0.130.